This data is from Full USPTO retrosynthesis dataset with 1.9M reactions from patents (1976-2016). The task is: Predict the reactants needed to synthesize the given product. (1) Given the product [F:74][C:28]1([F:27])[CH2:33][CH2:32][CH:31]([C:34]2[C:43]3[CH:42]([OH:44])[CH2:41][C:40]([CH3:54])([CH3:55])[CH2:39][C:38]=3[N:37]=[C:36]([CH:56]3[CH2:61][CH2:60][N:59]([C:2]4[N:7]=[CH:6][C:5]([O:8][CH:9]([F:11])[F:10])=[CH:4][N:3]=4)[CH2:58][CH2:57]3)[C:35]=2[CH:62]([F:73])[C:63]2[CH:68]=[CH:67][C:66]([C:69]([F:71])([F:72])[F:70])=[CH:65][CH:64]=2)[CH2:30][CH2:29]1, predict the reactants needed to synthesize it. The reactants are: Cl[C:2]1[N:7]=[CH:6][C:5]([O:8][CH:9]([F:11])[F:10])=[CH:4][N:3]=1.ClC1N=CC(OC2CCN(C)CC2)=CN=1.[F:27][C:28]1([F:74])[CH2:33][CH2:32][CH:31]([C:34]2[C:43]3[CH:42]([O:44]CC4C=CC(OC)=CC=4)[CH2:41][C:40]([CH3:55])([CH3:54])[CH2:39][C:38]=3[N:37]=[C:36]([CH:56]3[CH2:61][CH2:60][NH:59][CH2:58][CH2:57]3)[C:35]=2[CH:62]([F:73])[C:63]2[CH:68]=[CH:67][C:66]([C:69]([F:72])([F:71])[F:70])=[CH:65][CH:64]=2)[CH2:30][CH2:29]1. (2) Given the product [N:31]([C:10]1[C:9]([S:8][CH2:7][C:6]2[CH:29]=[CH:30][C:3]([O:2][CH3:1])=[CH:4][CH:5]=2)=[CH:18][C:13]([C:14]([O:16][CH3:17])=[O:15])=[C:12]([NH:19][C:20]2[CH:25]=[CH:24][CH:23]=[CH:22][C:21]=2[Cl:26])[C:11]=1[F:27])=[N+:32]=[N-:33], predict the reactants needed to synthesize it. The reactants are: [CH3:1][O:2][C:3]1[CH:30]=[CH:29][C:6]([CH2:7][S:8][C:9]2[C:10](F)=[C:11]([F:27])[C:12]([NH:19][C:20]3[CH:25]=[CH:24][CH:23]=[CH:22][C:21]=3[Cl:26])=[C:13]([CH:18]=2)[C:14]([O:16][CH3:17])=[O:15])=[CH:5][CH:4]=1.[N-:31]=[N+:32]=[N-:33].[Na+].O.